The task is: Regression/Classification. Given a drug SMILES string, predict its absorption, distribution, metabolism, or excretion properties. Task type varies by dataset: regression for continuous measurements (e.g., permeability, clearance, half-life) or binary classification for categorical outcomes (e.g., BBB penetration, CYP inhibition). Dataset: cyp2c9_veith.. This data is from CYP2C9 inhibition data for predicting drug metabolism from PubChem BioAssay. The compound is NC(N)=NCCCCCCCCCCN=C(N)N. The result is 0 (non-inhibitor).